Dataset: Forward reaction prediction with 1.9M reactions from USPTO patents (1976-2016). Task: Predict the product of the given reaction. (1) Given the reactants [CH2:1]([O:3][C:4](=[O:14])[C:5]([S:8]([N:10]1[CH2:13][CH2:12][CH2:11]1)=[O:9])([CH3:7])[CH3:6])[CH3:2].ClC1C=CC=C(C(OO)=[O:23])C=1, predict the reaction product. The product is: [CH2:1]([O:3][C:4](=[O:14])[C:5]([S:8]([N:10]1[CH2:11][CH2:12][CH2:13]1)(=[O:23])=[O:9])([CH3:7])[CH3:6])[CH3:2]. (2) Given the reactants [OH:1][C:2]1[CH:9]=[CH:8][CH:7]=[CH:6][C:3]=1[C:4]#[N:5].[OH:10][C:11]1[CH:12]=[C:13]([CH:18]=[CH:19][CH:20]=1)[C:14](OC)=O.[NH3:21], predict the reaction product. The product is: [NH2:21][C:4]1[CH:3]=[CH:14][C:13]2[C:12](=[C:11]([O:10][CH:7]([CH3:6])[CH2:8][CH2:9][CH2:2][O:1][C:2]3[CH:9]=[CH:8][CH:7]=[CH:6][C:3]=3[C:4]#[N:5])[CH:20]=[CH:19][CH:18]=2)[N:5]=1. (3) Given the reactants C(O[C:4]([C:6]1[CH:7]=[N:8][C:9]2[C:14]([C:15]=1[NH:16][CH:17]1[CH2:21][CH2:20][CH2:19][CH2:18]1)=[CH:13][CH:12]=[CH:11][C:10]=2[O:22][CH3:23])=[O:5])C.[F:24][C:25]1[CH:30]=[CH:29][C:28]([N:31]=[C:32]=[O:33])=[CH:27][C:26]=1[CH3:34], predict the reaction product. The product is: [CH:17]1([N:16]2[C:15]3[C:14]4[CH:13]=[CH:12][CH:11]=[C:10]([O:22][CH3:23])[C:9]=4[N:8]=[CH:7][C:6]=3[C:4](=[O:5])[N:31]([C:28]3[CH:29]=[CH:30][C:25]([F:24])=[C:26]([CH3:34])[CH:27]=3)[C:32]2=[O:33])[CH2:21][CH2:20][CH2:19][CH2:18]1. (4) Given the reactants [F:1][C:2]1[C:7]([C:8]#[N:9])=[C:6](I)[C:5]([O:11][CH3:12])=[C:4]([O:13][CH3:14])[CH:3]=1.B([O-])O[C:17]1[CH:22]=[CH:21][CH:20]=[CH:19][N:18]=1.C(=O)([O-])[O-].[Na+].[Na+].C1(P(C2C=CC=CC=2)C2C=CC=CC=2)C=CC=CC=1, predict the reaction product. The product is: [F:1][C:2]1[C:7]([C:8]#[N:9])=[C:6]([C:17]2[CH:22]=[CH:21][CH:20]=[CH:19][N:18]=2)[C:5]([O:11][CH3:12])=[C:4]([O:13][CH3:14])[CH:3]=1. (5) Given the reactants FC(F)(F)C([N:5]([C@@H:13]1[CH2:15][C@H:14]1[C:16]1[CH:21]=[CH:20][CH:19]=[CH:18][CH:17]=1)[CH2:6][CH:7]1[CH2:12][CH2:11][NH:10][CH2:9][CH2:8]1)=O.[CH:24]([C:26]1[CH:31]=[CH:30][C:29]([NH:32][C:33](=[O:35])[CH3:34])=[CH:28][CH:27]=1)=O.[B-]C#N.[Na+].C(C#N)(C)=O.Cl.O1CCOCC1, predict the reaction product. The product is: [C:16]1([C@@H:14]2[CH2:15][C@H:13]2[NH:5][CH2:6][CH:7]2[CH2:8][CH2:9][N:10]([CH2:24][C:26]3[CH:27]=[CH:28][C:29]([NH:32][C:33](=[O:35])[CH3:34])=[CH:30][CH:31]=3)[CH2:11][CH2:12]2)[CH:17]=[CH:18][CH:19]=[CH:20][CH:21]=1.